Predict which catalyst facilitates the given reaction. From a dataset of Catalyst prediction with 721,799 reactions and 888 catalyst types from USPTO. (1) Reactant: [N+:1]([C:4]1[CH:9]=[CH:8][CH:7]=[CH:6][C:5]=1[OH:10])([O-:3])=[O:2].[H-].[Na+].Br[CH2:14][C:15]([O:17][C:18]([CH3:21])([CH3:20])[CH3:19])=[O:16]. Product: [C:18]([O:17][C:15](=[O:16])[CH2:14][O:10][C:5]1[CH:6]=[CH:7][CH:8]=[CH:9][C:4]=1[N+:1]([O-:3])=[O:2])([CH3:21])([CH3:20])[CH3:19]. The catalyst class is: 1. (2) Reactant: [C:1]([C:4]1[C:12]2[C:7](=[CH:8][CH:9]=[C:10]([C:13]3[CH2:14][CH2:15][N:16]([C:19](=[O:21])[CH3:20])[CH2:17][CH:18]=3)[CH:11]=2)[N:6]([CH2:22][C:23]([O:25]C(C)(C)C)=[O:24])[CH:5]=1)(=[O:3])[CH3:2]. Product: [C:1]([C:4]1[C:12]2[C:7](=[CH:8][CH:9]=[C:10]([C:13]3[CH2:14][CH2:15][N:16]([C:19](=[O:21])[CH3:20])[CH2:17][CH:18]=3)[CH:11]=2)[N:6]([CH2:22][C:23]([OH:25])=[O:24])[CH:5]=1)(=[O:3])[CH3:2]. The catalyst class is: 89. (3) Reactant: [NH2:1][C:2]1[CH:10]=[CH:9][C:5]([C:6]([OH:8])=[O:7])=[C:4]([C:11]([F:14])([F:13])[F:12])[CH:3]=1.CO.[CH3:17][Si](C=[N+]=[N-])(C)C. Product: [NH2:1][C:2]1[CH:10]=[CH:9][C:5]([C:6]([O:8][CH3:17])=[O:7])=[C:4]([C:11]([F:12])([F:13])[F:14])[CH:3]=1. The catalyst class is: 1.